From a dataset of Catalyst prediction with 721,799 reactions and 888 catalyst types from USPTO. Predict which catalyst facilitates the given reaction. (1) Reactant: [NH2:1][CH:2]([CH2:13][C:14]1[CH:19]=[CH:18][C:17]([C:20]([F:23])([F:22])[F:21])=[CH:16][CH:15]=1)[CH:3]([C:5]1[CH:10]=[CH:9][C:8]([F:11])=[C:7]([F:12])[CH:6]=1)[OH:4].[C:24]1([CH2:30][CH2:31][C:32](Cl)=[O:33])[CH:29]=[CH:28][CH:27]=[CH:26][CH:25]=1.C(=O)([O-])O.[Na+]. Product: [F:12][C:7]1[CH:6]=[C:5]([CH:3]([OH:4])[CH:2]([NH:1][C:32](=[O:33])[CH2:31][CH2:30][C:24]2[CH:29]=[CH:28][CH:27]=[CH:26][CH:25]=2)[CH2:13][C:14]2[CH:19]=[CH:18][C:17]([C:20]([F:23])([F:22])[F:21])=[CH:16][CH:15]=2)[CH:10]=[CH:9][C:8]=1[F:11]. The catalyst class is: 84. (2) Reactant: [Cl:1][C:2]1[CH:7]=[CH:6][C:5]([C:8]2[C:12]3[CH2:13][N:14]([S:17]([CH3:20])(=[O:19])=[O:18])[CH2:15][CH2:16][C:11]=3[N:10]([CH2:21][CH2:22][CH2:23][N:24]3[CH2:29][CH2:28][O:27][CH2:26][CH2:25]3)[N:9]=2)=[CH:4][C:3]=1[C:30]#[C:31][C:32]1[CH:37]=[CH:36][C:35]([NH2:38])=[CH:34][CH:33]=1.N1C=CC=CC=1.[CH3:45][C:46](OC(C)=O)=[O:47]. The catalyst class is: 2. Product: [Cl:1][C:2]1[CH:7]=[CH:6][C:5]([C:8]2[C:12]3[CH2:13][N:14]([S:17]([CH3:20])(=[O:18])=[O:19])[CH2:15][CH2:16][C:11]=3[N:10]([CH2:21][CH2:22][CH2:23][N:24]3[CH2:25][CH2:26][O:27][CH2:28][CH2:29]3)[N:9]=2)=[CH:4][C:3]=1[C:30]#[C:31][C:32]1[CH:33]=[CH:34][C:35]([NH:38][C:46](=[O:47])[CH3:45])=[CH:36][CH:37]=1. (3) Reactant: [Cl:1][C:2]1[CH:3]=[C:4]([CH:8]=[C:9]([Cl:11])[N:10]=1)[C:5](O)=[O:6].C(Cl)(C(Cl)=O)=O.[CH3:18][NH:19][O:20][CH3:21].N1C=CC=CC=1. Product: [Cl:1][C:2]1[CH:3]=[C:4]([CH:8]=[C:9]([Cl:11])[N:10]=1)[C:5]([N:19]([O:20][CH3:21])[CH3:18])=[O:6]. The catalyst class is: 59. (4) Reactant: CN(C(ON1N=NC2C=CC=NC1=2)=[N+](C)C)C.F[P-](F)(F)(F)(F)F.[C:25]([O:29][C:30]([NH:32][C:33]1[C:42]2[C:37](=[CH:38][CH:39]=[CH:40][CH:41]=2)[C:36]([O:43][C:44]2[CH:49]=[CH:48][N:47]=[C:46]([NH:50][C:51]3[CH:52]=[C:53]([CH:57]=[C:58]([C:60]#[CH:61])[CH:59]=3)[C:54](O)=[O:55])[CH:45]=2)=[CH:35][CH:34]=1)=[O:31])([CH3:28])([CH3:27])[CH3:26].[CH3:62][O:63][CH2:64][CH2:65][O:66][CH2:67][CH2:68][NH2:69].CCN(C(C)C)C(C)C. Product: [C:25]([O:29][C:30](=[O:31])[NH:32][C:33]1[C:42]2[C:37](=[CH:38][CH:39]=[CH:40][CH:41]=2)[C:36]([O:43][C:44]2[CH:49]=[CH:48][N:47]=[C:46]([NH:50][C:51]3[CH:52]=[C:53]([C:54](=[O:55])[NH:69][CH2:68][CH2:67][O:66][CH2:65][CH2:64][O:63][CH3:62])[CH:57]=[C:58]([C:60]#[CH:61])[CH:59]=3)[CH:45]=2)=[CH:35][CH:34]=1)([CH3:28])([CH3:27])[CH3:26]. The catalyst class is: 3. (5) Reactant: [C:1]([O:5][C:6](=[O:54])[NH:7][C@H:8]([C:47]1[CH:52]=[CH:51][CH:50]=[CH:49][C:48]=1[OH:53])[CH2:9][N:10]1[C:15](=[O:16])[C:14]([N:17]2[CH2:22][CH2:21][N:20]([CH2:23][C:24]3[O:25][C:26]([C:29]([F:32])([F:31])[F:30])=[CH:27][CH:28]=3)[CH2:19][CH2:18]2)=[C:13]([CH3:33])[N:12]([CH2:34][C:35]2[C:40]([C:41]([F:44])([F:43])[F:42])=[CH:39][CH:38]=[CH:37][C:36]=2[F:45])[C:11]1=[O:46])([CH3:4])([CH3:3])[CH3:2].C(=O)([O-])[O-].[K+].[K+].[C:61]([O:65][C:66](=[O:69])[CH2:67]Br)([CH3:64])([CH3:63])[CH3:62]. Product: [C:61]([O:65][C:66](=[O:69])[CH2:67][O:53][C:48]1[CH:49]=[CH:50][CH:51]=[CH:52][C:47]=1[C@@H:8]([NH:7][C:6]([O:5][C:1]([CH3:2])([CH3:3])[CH3:4])=[O:54])[CH2:9][N:10]1[C:15](=[O:16])[C:14]([N:17]2[CH2:18][CH2:19][N:20]([CH2:23][C:24]3[O:25][C:26]([C:29]([F:30])([F:31])[F:32])=[CH:27][CH:28]=3)[CH2:21][CH2:22]2)=[C:13]([CH3:33])[N:12]([CH2:34][C:35]2[C:40]([C:41]([F:43])([F:44])[F:42])=[CH:39][CH:38]=[CH:37][C:36]=2[F:45])[C:11]1=[O:46])([CH3:64])([CH3:63])[CH3:62]. The catalyst class is: 174. (6) Product: [F:1][C:2]1[CH:7]=[CH:6][CH:5]=[CH:4][C:3]=1[C@@H:8]1[CH2:12][C:11](=[O:13])[N:10]([CH3:14])[C@@H:9]1[C:15]([N:17]1[C@@H:21]([CH2:22][C:23]2[CH:24]=[CH:25][CH:26]=[CH:27][CH:28]=2)[CH2:20][O:19][C:18]1=[O:29])=[O:16]. Reactant: [F:1][C:2]1[CH:7]=[CH:6][CH:5]=[CH:4][C:3]=1[C:8]1[C@@H:9]([C:15]([N:17]2[C@@H:21]([CH2:22][C:23]3[CH:28]=[CH:27][CH:26]=[CH:25][CH:24]=3)[CH2:20][O:19][C:18]2=[O:29])=[O:16])[N:10]([CH3:14])[C:11](=[O:13])[CH:12]=1. The catalyst class is: 256. (7) Reactant: [SH:1][C:2]1[CH:3]=[C:4]([CH:6]=[CH:7][CH:8]=1)[NH2:5].C(=O)([O-])[O-].[K+].[K+].[C:15]1([CH:21](Br)[CH3:22])[CH:20]=[CH:19][CH:18]=[CH:17][CH:16]=1.O. Product: [C:15]1([CH:21]([S:1][C:2]2[CH:3]=[C:4]([CH:6]=[CH:7][CH:8]=2)[NH2:5])[CH3:22])[CH:20]=[CH:19][CH:18]=[CH:17][CH:16]=1. The catalyst class is: 9.